Dataset: Forward reaction prediction with 1.9M reactions from USPTO patents (1976-2016). Task: Predict the product of the given reaction. (1) Given the reactants [S:1]1[C:5]([C:6]2[C:7]([O:27][CH3:28])=[CH:8][C:9]([O:25][CH3:26])=[C:10](/[CH:12]=[CH:13]/[C:14]([C:16]3[CH:24]=[CH:23][C:19]([C:20](O)=[O:21])=[CH:18][CH:17]=3)=[O:15])[CH:11]=2)=[CH:4][C:3]2[CH:29]=[CH:30][CH:31]=[CH:32][C:2]1=2.[N:33]1([CH2:39][CH2:40][NH2:41])[CH2:38][CH2:37][O:36][CH2:35][CH2:34]1.Cl.C(N=C=N)C, predict the reaction product. The product is: [S:1]1[C:5]([C:6]2[C:7]([O:27][CH3:28])=[CH:8][C:9]([O:25][CH3:26])=[C:10](/[CH:12]=[CH:13]/[C:14]([C:16]3[CH:24]=[CH:23][C:19]([C:20]([NH:41][CH2:40][CH2:39][N:33]4[CH2:38][CH2:37][O:36][CH2:35][CH2:34]4)=[O:21])=[CH:18][CH:17]=3)=[O:15])[CH:11]=2)=[CH:4][C:3]2[CH:29]=[CH:30][CH:31]=[CH:32][C:2]1=2. (2) Given the reactants [NH2:1][CH2:2][C@H:3]1[C:12]2[C:7](=[C:8]([O:14]C)[C:9]([CH3:13])=[CH:10][CH:11]=2)[CH2:6][C@@H:5]([CH:16]2[CH2:21][CH2:20][N:19]([CH2:22][CH2:23][CH:24]([NH:26][C:27](=[O:35])[C:28]3[CH:33]=[CH:32][C:31]([Cl:34])=[CH:30][CH:29]=3)[CH3:25])[CH2:18][CH2:17]2)[O:4]1.B(Cl)(Cl)[Cl:37], predict the reaction product. The product is: [ClH:34].[ClH:37].[NH2:1][CH2:2][C@H:3]1[C:12]2[C:7](=[C:8]([OH:14])[C:9]([CH3:13])=[CH:10][CH:11]=2)[CH2:6][C@@H:5]([CH:16]2[CH2:21][CH2:20][N:19]([CH2:22][CH2:23][CH:24]([NH:26][C:27](=[O:35])[C:28]3[CH:33]=[CH:32][C:31]([Cl:34])=[CH:30][CH:29]=3)[CH3:25])[CH2:18][CH2:17]2)[O:4]1. (3) Given the reactants [Cl:1][C:2]1[C:3]([O:27][CH2:28][CH3:29])=[C:4](/[C:17](/[CH2:25]C)=[C:18](/[F:24])\[C:19]([O:21][CH2:22][CH3:23])=[O:20])[CH:5]=[C:6]2[C:11]=1[O:10][C:9]([CH3:13])([CH3:12])[CH:8]=[C:7]2[CH:14]([CH3:16])[CH3:15].CCOC(C(P(OCC)(OCC)=O)F)=O.ClC1C(OCC)=C(C(=O)CC)C=C2C=1OC(C)(C)C=C2C(C)C, predict the reaction product. The product is: [Cl:1][C:2]1[C:3]([O:27][CH2:28][CH3:29])=[C:4](/[C:17](/[CH3:25])=[C:18](/[F:24])\[C:19]([O:21][CH2:22][CH3:23])=[O:20])[CH:5]=[C:6]2[C:11]=1[O:10][C:9]([CH3:12])([CH3:13])[CH:8]=[C:7]2[CH:14]([CH3:16])[CH3:15]. (4) Given the reactants Cl[C:2]1[N:7]=[CH:6][N:5]=[C:4]([N:8]2[CH2:13][CH2:12][N:11]([C:14]([O:16][CH2:17][C:18]([CH3:21])([CH3:20])[CH3:19])=[O:15])[CH2:10][CH2:9]2)[CH:3]=1.N.[H][H], predict the reaction product. The product is: [N:7]1[CH:2]=[CH:3][C:4]([N:8]2[CH2:9][CH2:10][N:11]([C:14]([O:16][CH2:17][C:18]([CH3:21])([CH3:20])[CH3:19])=[O:15])[CH2:12][CH2:13]2)=[N:5][CH:6]=1. (5) Given the reactants [Cl:1][C:2]1[CH:7]=[CH:6][C:5]([N:8]([CH2:22][C:23]2[NH:27][N:26]=[N:25][N:24]=2)[S:9]([C:12]2[CH:17]=[CH:16][C:15]([O:18][CH3:19])=[C:14]([O:20][CH3:21])[CH:13]=2)(=[O:11])=[O:10])=[C:4]([CH2:28][C:29]2[C:34]([F:35])=[CH:33][CH:32]=[CH:31][C:30]=2[F:36])[CH:3]=1.IC.[C:39](=O)([O-])[O-].[K+].[K+].O, predict the reaction product. The product is: [Cl:1][C:2]1[CH:7]=[CH:6][C:5]([N:8]([CH2:22][C:23]2[N:27]([CH3:39])[N:26]=[N:25][N:24]=2)[S:9]([C:12]2[CH:17]=[CH:16][C:15]([O:18][CH3:19])=[C:14]([O:20][CH3:21])[CH:13]=2)(=[O:11])=[O:10])=[C:4]([CH2:28][C:29]2[C:30]([F:36])=[CH:31][CH:32]=[CH:33][C:34]=2[F:35])[CH:3]=1. (6) Given the reactants [F:1][C:2]1[CH:7]=[C:6]([I:8])[CH:5]=[CH:4][C:3]=1[NH:9][C:10]1[C:11]([NH:21][S:22]([CH:25]2[CH2:28][CH:27]([O:29]CC3C=CC=CC=3)[CH2:26]2)(=[O:24])=[O:23])=[C:12]2[NH:20][CH2:19][CH2:18][N:13]2[C:14](=[O:17])[C:15]=1[CH3:16].B(Cl)(Cl)Cl, predict the reaction product. The product is: [F:1][C:2]1[CH:7]=[C:6]([I:8])[CH:5]=[CH:4][C:3]=1[NH:9][C:10]1[C:11]([NH:21][S:22]([CH:25]2[CH2:28][CH:27]([OH:29])[CH2:26]2)(=[O:23])=[O:24])=[C:12]2[NH:20][CH2:19][CH2:18][N:13]2[C:14](=[O:17])[C:15]=1[CH3:16]. (7) Given the reactants C(OC([N:8]1[CH:13]2[CH2:14][CH2:15][CH:9]1[CH2:10][C:11]([O:23][CH3:24])([C:16]1[C:21]([CH3:22])=[CH:20][CH:19]=[CH:18][N:17]=1)[CH2:12]2)=O)(C)(C)C.C(Cl)[Cl:26], predict the reaction product. The product is: [ClH:26].[CH3:24][O:23][C:11]1([C:16]2[C:21]([CH3:22])=[CH:20][CH:19]=[CH:18][N:17]=2)[CH2:12][CH:13]2[NH:8][CH:9]([CH2:15][CH2:14]2)[CH2:10]1. (8) Given the reactants C([CH:3]([C:14]1[C:19]([CH:20]([CH3:22])[CH3:21])=[C:18]([O:23][CH3:24])[N:17]=[C:16]([O:25][CH3:26])[N:15]=1)[C:4]1[CH:5]=[C:6]([C:12]#[N:13])[CH:7]=[C:8]([CH:11]=1)[C:9]#[N:10])#N.[H-].[Na+].CN(C=[O:33])C, predict the reaction product. The product is: [CH:20]([C:19]1[C:14]([C:3]([C:4]2[CH:5]=[C:6]([C:12]#[N:13])[CH:7]=[C:8]([CH:11]=2)[C:9]#[N:10])=[O:33])=[N:15][C:16]([O:25][CH3:26])=[N:17][C:18]=1[O:23][CH3:24])([CH3:22])[CH3:21]. (9) The product is: [Cl:37][C:31]1[CH:32]=[C:33]([C:28]([NH:27][C:39]([NH:24][CH2:5][CH2:4][C:3]([O:2][CH3:1])=[O:9])=[O:43])=[CH:29][N:30]=1)[C:34]([OH:36])=[O:35]. Given the reactants [CH3:1][O:2][C:3](=[O:9])[CH2:4][CH2:5]C(O)=O.C1(P([N:24]=[N+]=[N-])(C2C=CC=CC=2)=O)C=CC=CC=1.[NH2:27][C:28]1[C:33]([C:34]([OH:36])=[O:35])=[CH:32][C:31]([Cl:37])=[N:30][CH:29]=1.C[C:39](=[O:43])OCC, predict the reaction product.